From a dataset of HIV replication inhibition screening data with 41,000+ compounds from the AIDS Antiviral Screen. Binary Classification. Given a drug SMILES string, predict its activity (active/inactive) in a high-throughput screening assay against a specified biological target. (1) The compound is COC(=O)C1CCC(=O)N1C(c1cc(OC)c(OC)c(OC)c1)c1cc(OC)c(OC)c(OC)c1. The result is 0 (inactive). (2) The compound is COc1cc2c(cc1OC)C1OC(c3cc(OC)c(OC)cc3C1OC(C)=O)C2OC(C)=O. The result is 0 (inactive). (3) The drug is Cc1c(N)c(C#N)c2n(C)c3ncccc3n2c1=O. The result is 0 (inactive).